Dataset: CYP3A4 inhibition data for predicting drug metabolism from PubChem BioAssay. Task: Regression/Classification. Given a drug SMILES string, predict its absorption, distribution, metabolism, or excretion properties. Task type varies by dataset: regression for continuous measurements (e.g., permeability, clearance, half-life) or binary classification for categorical outcomes (e.g., BBB penetration, CYP inhibition). Dataset: cyp3a4_veith. (1) The drug is Cc1ccc(C(CC(=O)c2ccco2)SCCO)cc1. The result is 0 (non-inhibitor). (2) The molecule is Cl.Nc1c2c(nc3ccccc13)CCCC2.O. The result is 0 (non-inhibitor). (3) The molecule is CC(C)Cn1c(-c2ccc(Cl)cc2)cnc1SCC(=O)N1CCOCC1. The result is 0 (non-inhibitor). (4) The drug is FC(F)(F)c1ccccc1-c1nc(N2CCNCC2)c2ccccc2n1. The result is 0 (non-inhibitor). (5) The compound is COc1ccc(C(=O)N2CCCC2=O)cc1. The result is 0 (non-inhibitor). (6) The molecule is Cc1cc2nc(-c3ccc(SCc4ccc(C#N)cc4)nc3)[nH]c2cc1C. The result is 0 (non-inhibitor). (7) The drug is COc1ccc2c3c(ccc2c1)N[C@H](C(=O)O)CC3. The result is 0 (non-inhibitor). (8) The drug is CC(NC(=O)c1ccc(Cn2cc([N+](=O)[O-])cn2)o1)c1ccccc1. The result is 1 (inhibitor). (9) The drug is COc1cc(C(=O)Nc2cc(C(F)(F)F)ccc2Cl)cc(OC)c1OC. The result is 1 (inhibitor).